From a dataset of Full USPTO retrosynthesis dataset with 1.9M reactions from patents (1976-2016). Predict the reactants needed to synthesize the given product. (1) Given the product [CH3:13][C:12]1([CH3:14])[O:3][C@H:2]([CH2:4][C:5]([OH:7])=[O:6])[C:1](=[O:9])[O:8]1, predict the reactants needed to synthesize it. The reactants are: [C:1]([OH:9])(=[O:8])[C@@H:2]([CH2:4][C:5]([OH:7])=[O:6])[OH:3].CO[C:12](OC)([CH3:14])[CH3:13]. (2) Given the product [CH3:161][O:162][C:120]1[CH:119]=[CH:118][C:117](/[CH:53]=[CH:52]\[C:51]2[CH:50]=[C:58]([O:60][CH3:24])[C:13]([O:21][CH3:20])=[C:12]([O:11][CH3:9])[CH:14]=2)=[CH:122][C:121]=1[OH:163], predict the reactants needed to synthesize it. The reactants are: N([C:9]([O:11][CH:12]([CH3:14])[CH3:13])=O)=NC(OC(C)C)=O.NC1C=CC([CH2:20][OH:21])=CC=1.[CH3:24]C([C@H](NC(OCC1C=CC=CC=1)=O)C(ON1C(=O)CCC1=O)=O)C.N[C@H:50]([C:58]([OH:60])=O)[CH2:51][CH2:52][CH2:53]NC(N)=O.CC(N)C(O)C1C=CC=CC=1.C[C@@H]1O[C@@H](O[C@@H]2C3=C(O)C4C(=O)C5C(=CC=CC=5OC)C(=O)C=4C(O)=C3C[C@@](O)(C(CO)=O)C2)C[C@H](N)[C@@H]1O.CC1[C@@H](OC([C@H](O)[C@@H](NC(C2C=CC=CC=2)=O)C2C=CC=CC=2)=O)C[C@]2(O)C(C)(C)C=1[C@@H](OC(C)=O)C([C@@:117]1(C)[C@H:122]([C@@H]2OC(C2C=CC=CC=2)=O)[C@:121]2([O:163]C(C)=O)[CH2:161][O:162][C@@H:120]2[CH2:119][C@@H:118]1O)=O.CC1C(=O)C2N3[C@@](OC)([C@H](COC(N)=O)C=2C(=O)C=1N)[C@H]1N[C@H]1C3. (3) Given the product [OH:1][C@@H:2]([C:9]1[CH:10]=[CH:11][C:12]([N+:15]([O-:17])=[O:16])=[CH:13][CH:14]=1)[CH2:3][N:4]([CH2:5][CH2:6][CH2:7][OH:8])[C:18](=[O:19])[O:20][C:21]([CH3:24])([CH3:23])[CH3:22], predict the reactants needed to synthesize it. The reactants are: [OH:1][C@@H:2]([C:9]1[CH:14]=[CH:13][C:12]([N+:15]([O-:17])=[O:16])=[CH:11][CH:10]=1)[CH2:3][NH:4][CH2:5][CH2:6][CH2:7][OH:8].[C:18](O[C:18]([O:20][C:21]([CH3:24])([CH3:23])[CH3:22])=[O:19])([O:20][C:21]([CH3:24])([CH3:23])[CH3:22])=[O:19]. (4) Given the product [Br:26][C:27]1[CH:35]=[CH:34][C:30]([C:31]([N:20]2[CH2:21][CH2:22][CH:17]([N:15]3[C:14](=[O:23])[C:13]([CH3:25])([CH3:24])[C:12]([C:6]4[CH:7]=[CH:8][C:9]([O:10][CH3:11])=[C:4]([O:3][CH3:2])[CH:5]=4)=[N:16]3)[CH2:18][CH2:19]2)=[O:32])=[CH:29][CH:28]=1, predict the reactants needed to synthesize it. The reactants are: Cl.[CH3:2][O:3][C:4]1[CH:5]=[C:6]([C:12]2[C:13]([CH3:25])([CH3:24])[C:14](=[O:23])[N:15]([CH:17]3[CH2:22][CH2:21][NH:20][CH2:19][CH2:18]3)[N:16]=2)[CH:7]=[CH:8][C:9]=1[O:10][CH3:11].[Br:26][C:27]1[CH:35]=[CH:34][C:30]([C:31](Cl)=[O:32])=[CH:29][CH:28]=1. (5) Given the product [Cl:43][C:44]1[CH:45]=[C:46]([CH:72]=[C:73]([C:75]([F:78])([F:76])[F:77])[CH:74]=1)[CH2:47][N:48]([C@H:55]1[CH2:61][CH2:60][CH2:59][N:58]([CH2:20][C:21]2[CH:26]=[CH:25][N:24]=[CH:23][CH:22]=2)[C:57]2[C:62]([CH3:71])=[C:63]([C:67]([F:68])([F:69])[F:70])[C:64]([CH3:66])=[CH:65][C:56]1=2)[C:49]1[N:50]=[N:51][N:52]([CH3:54])[N:53]=1, predict the reactants needed to synthesize it. The reactants are: FC1C=C(C=C(C(F)(F)F)C=1)CN([C@H]1CCCN([CH2:20][C:21]2[CH:26]=[CH:25][N:24]=[CH:23][CH:22]=2)C2C=C(C(F)(F)F)C(C)=CC1=2)C1N=NN(C)N=1.[Cl:43][C:44]1[CH:45]=[C:46]([CH:72]=[C:73]([C:75]([F:78])([F:77])[F:76])[CH:74]=1)[CH2:47][N:48]([C@H:55]1[CH2:61][CH2:60][CH2:59][NH:58][C:57]2[C:62]([CH3:71])=[C:63]([C:67]([F:70])([F:69])[F:68])[C:64]([CH3:66])=[CH:65][C:56]1=2)[C:49]1[N:50]=[N:51][N:52]([CH3:54])[N:53]=1.N1C=CC(C=O)=CC=1. (6) Given the product [CH3:4][C:5]1([CH3:14])[O:9][N:8]=[C:7]([S:10][CH2:13][C:29]2[C:30]([C:35]([F:38])([F:37])[F:36])=[N:31][O:32][C:33]=2[CH3:34])[CH2:6]1, predict the reactants needed to synthesize it. The reactants are: O.[SH-].[Na+].[CH3:4][C:5]1([CH3:14])[O:9][N:8]=[C:7]([S:10]([CH3:13])(=O)=O)[CH2:6]1.C(=O)([O-])[O-].[K+].[K+].C(S([O-])=O)O.[Na+].BrC[C:29]1[C:30]([C:35]([F:38])([F:37])[F:36])=[N:31][O:32][C:33]=1[CH3:34]. (7) Given the product [CH3:31][C:30]1[CH:29]=[C:28]([CH3:32])[NH:27][C:26](=[O:33])[C:25]=1[CH2:24][NH:23][C:18]([C:15]1[C:14]([CH3:21])=[C:13]([CH:10]2[CH2:11][CH2:12][N:8]([C:6]([O:5][C:1]([CH3:2])([CH3:3])[CH3:4])=[O:7])[CH2:9]2)[S:17][CH:16]=1)=[O:20], predict the reactants needed to synthesize it. The reactants are: [C:1]([O:5][C:6]([N:8]1[CH2:12][CH2:11][CH:10]([C:13]2[S:17][CH:16]=[C:15]([C:18]([OH:20])=O)[C:14]=2[CH3:21])[CH2:9]1)=[O:7])([CH3:4])([CH3:3])[CH3:2].Cl.[NH2:23][CH2:24][C:25]1[C:26](=[O:33])[NH:27][C:28]([CH3:32])=[CH:29][C:30]=1[CH3:31].CN1CCOCC1.C1C=NC2N(O)N=NC=2C=1.C(Cl)CCl.